From a dataset of Full USPTO retrosynthesis dataset with 1.9M reactions from patents (1976-2016). Predict the reactants needed to synthesize the given product. (1) Given the product [C:20]([O:24][C:25]([N:27]1[CH2:28][CH2:29][CH:30]([CH2:33][N:12]([CH2:11][C:9]2[S:10][C:5]3[C:4]([N:14]4[CH2:15][CH2:16][O:17][CH2:18][CH2:19]4)=[N:3][C:2]([Cl:1])=[N:7][C:6]=3[CH:8]=2)[CH3:13])[CH2:31][CH2:32]1)=[O:26])([CH3:21])([CH3:22])[CH3:23], predict the reactants needed to synthesize it. The reactants are: [Cl:1][C:2]1[N:3]=[C:4]([N:14]2[CH2:19][CH2:18][O:17][CH2:16][CH2:15]2)[C:5]2[S:10][C:9]([CH2:11][NH:12][CH3:13])=[CH:8][C:6]=2[N:7]=1.[C:20]([O:24][C:25]([N:27]1[CH2:32][CH2:31][CH:30]([CH:33]=O)[CH2:29][CH2:28]1)=[O:26])([CH3:23])([CH3:22])[CH3:21]. (2) Given the product [CH2:1]([C:8]1[CH:16]=[CH:15][CH:14]=[CH:13][C:9]=1[CH:10]=[O:11])[C:2]1[CH:3]=[CH:4][CH:5]=[CH:6][CH:7]=1, predict the reactants needed to synthesize it. The reactants are: [CH2:1]([C:8]1[CH:16]=[CH:15][CH:14]=[CH:13][C:9]=1[C:10](O)=[O:11])[C:2]1[CH:7]=[CH:6][CH:5]=[CH:4][CH:3]=1.C(OB(C1C=CC=CC=1)O)=O.C(Br)C1C=CC=CC=1. (3) Given the product [F:1][C:2]1[CH:3]=[C:4]([C@@H:9]2[CH2:13][N:12]([CH2:14][CH2:15][O:16][CH3:17])[CH2:11][C@H:10]2[NH:18][C:32]([NH:31][C:28]2[N:27]([C:41]3[CH:42]=[CH:43][CH:44]=[CH:45][CH:46]=3)[N:26]=[C:25]([C:24]3[N:20]([CH3:19])[N:21]=[CH:22][CH:23]=3)[C:29]=2[CH3:30])=[O:33])[CH:5]=[CH:6][C:7]=1[F:8], predict the reactants needed to synthesize it. The reactants are: [F:1][C:2]1[CH:3]=[C:4]([C@@H:9]2[CH2:13][N:12]([CH2:14][CH2:15][O:16][CH3:17])[CH2:11][C@H:10]2[NH2:18])[CH:5]=[CH:6][C:7]=1[F:8].[CH3:19][N:20]1[C:24]([C:25]2[C:29]([CH3:30])=[C:28]([NH:31][C:32](=O)[O:33]C3C=CC=CC=3)[N:27]([C:41]3[CH:46]=[CH:45][CH:44]=[CH:43][CH:42]=3)[N:26]=2)=[CH:23][CH:22]=[N:21]1.CCN(C(C)C)C(C)C. (4) Given the product [CH3:19][C:18]1[CH:17]=[CH:16][C:15]([C:20]2[N:24]=[C:23]([CH:25]3[CH2:28][N:27]([S:29](=[O:31])(=[O:30])[NH2:32])[CH2:26]3)[O:22][N:21]=2)=[CH:14][C:13]=1[NH:12][C:10]([C:3]1[N:4]2[CH:9]=[CH:8][CH:7]=[CH:6][C:5]2=[N:1][CH:2]=1)=[O:11], predict the reactants needed to synthesize it. The reactants are: [N:1]1[CH:2]=[C:3]([C:10]([NH:12][C:13]2[CH:14]=[C:15]([C:20]3[N:24]=[C:23]([CH:25]4[CH2:28][N:27]([S:29]([NH:32]C(=O)OC(C)(C)C)(=[O:31])=[O:30])[CH2:26]4)[O:22][N:21]=3)[CH:16]=[CH:17][C:18]=2[CH3:19])=[O:11])[N:4]2[CH:9]=[CH:8][CH:7]=[CH:6][C:5]=12.Cl.